Dataset: Full USPTO retrosynthesis dataset with 1.9M reactions from patents (1976-2016). Task: Predict the reactants needed to synthesize the given product. Given the product [Br:1][C:2]1[CH:3]=[C:4]2[C:10]([I:11])=[N:9][NH:8][C:5]2=[N:6][CH:7]=1, predict the reactants needed to synthesize it. The reactants are: [Br:1][C:2]1[CH:3]=[C:4]2[CH:10]=[N:9][NH:8][C:5]2=[N:6][CH:7]=1.[I:11]N1C(=O)CCC1=O.